From a dataset of Full USPTO retrosynthesis dataset with 1.9M reactions from patents (1976-2016). Predict the reactants needed to synthesize the given product. (1) Given the product [CH2:1]([O:8][CH2:9][CH2:10][NH:15][CH2:14][CH2:12][OH:13])[C:2]1[CH:3]=[CH:4][CH:5]=[CH:6][CH:7]=1, predict the reactants needed to synthesize it. The reactants are: [CH2:1]([O:8][CH2:9][CH:10]=O)[C:2]1[CH:7]=[CH:6][CH:5]=[CH:4][CH:3]=1.[CH2:12]([CH2:14][NH2:15])[OH:13].[BH4-].[Na+]. (2) Given the product [C:1]([C:5]1[NH:6][C:7]2[C:12]([CH:13]=1)=[C:11]([F:14])[C:10]([N+:15]([O-:17])=[O:16])=[CH:9][CH:8]=2)([CH3:4])([CH3:2])[CH3:3], predict the reactants needed to synthesize it. The reactants are: [C:1]([C:5]1[NH:6][C:7]2[C:12]([CH:13]=1)=[C:11]([F:14])[CH:10]=[CH:9][CH:8]=2)([CH3:4])([CH3:3])[CH3:2].[N+:15]([O-])([O-:17])=[O:16].[K+].O. (3) Given the product [Cl:21][C:18]1[CH:19]=[CH:20][C:15]([C:6]2[NH:7][C:8]3[C:13]([C:5]=2[CH2:4][C:3]([OH:32])=[O:2])=[C:12]([F:14])[CH:11]=[CH:10][CH:9]=3)=[CH:16][C:17]=1[S:22](=[O:31])(=[O:30])[NH:23][CH:24]1[CH2:29][CH2:28][CH2:27][CH2:26][CH2:25]1, predict the reactants needed to synthesize it. The reactants are: C[O:2][C:3](=[O:32])[CH2:4][C:5]1[C:13]2[C:8](=[CH:9][CH:10]=[CH:11][C:12]=2[F:14])[NH:7][C:6]=1[C:15]1[CH:20]=[CH:19][C:18]([Cl:21])=[C:17]([S:22](=[O:31])(=[O:30])[NH:23][CH:24]2[CH2:29][CH2:28][CH2:27][CH2:26][CH2:25]2)[CH:16]=1.O.[OH-].[Li+].CCOC(C)=O. (4) Given the product [CH2:11]([O:18][C:19]1[CH:24]=[CH:23][C:22]([CH:25]([C:26]([N:28]([CH3:29])[CH3:30])=[O:27])[C:31]2([OH:37])[CH2:36][CH2:35][CH2:34][CH2:33][CH2:32]2)=[CH:21][CH:20]=1)[C:12]1[CH:13]=[CH:14][CH:15]=[CH:16][CH:17]=1, predict the reactants needed to synthesize it. The reactants are: C[Si](C)(C)[N-][Si](C)(C)C.[Li+].[CH2:11]([O:18][C:19]1[CH:24]=[CH:23][C:22]([CH2:25][C:26]([N:28]([CH3:30])[CH3:29])=[O:27])=[CH:21][CH:20]=1)[C:12]1[CH:17]=[CH:16][CH:15]=[CH:14][CH:13]=1.[C:31]1(=[O:37])[CH2:36][CH2:35][CH2:34][CH2:33][CH2:32]1.[Cl-].[NH4+].Cl. (5) Given the product [Cl:1][C:2]1[CH:7]=[C:6]([N:8]=[C:22]=[S:23])[CH:5]=[C:4]([Cl:9])[C:3]=1[C:10]1[CH:15]=[CH:14][CH:13]=[CH:12][C:11]=1[F:16], predict the reactants needed to synthesize it. The reactants are: [Cl:1][C:2]1[CH:7]=[C:6]([NH2:8])[CH:5]=[C:4]([Cl:9])[C:3]=1[C:10]1[CH:15]=[CH:14][CH:13]=[CH:12][C:11]=1[F:16].N1([C:22](N2C=CN=C2)=[S:23])C=CN=C1.